Dataset: Full USPTO retrosynthesis dataset with 1.9M reactions from patents (1976-2016). Task: Predict the reactants needed to synthesize the given product. (1) The reactants are: [N+:1]([C:4]1[CH:9]=[CH:8][N+:7]([O-])=[C:6]([NH:11][CH2:12][CH2:13][N:14]2[CH2:18][CH2:17][CH2:16][CH2:15]2)[CH:5]=1)([O-])=O.[H][H]. Given the product [N:14]1([CH2:13][CH2:12][NH:11][C:6]2[CH:5]=[C:4]([NH2:1])[CH:9]=[CH:8][N:7]=2)[CH2:18][CH2:17][CH2:16][CH2:15]1, predict the reactants needed to synthesize it. (2) Given the product [F:1][C:2]1([F:10])[CH2:4][CH:3]1[C:5]1[CH:6]=[C:7]([NH2:8])[NH:12][N:11]=1, predict the reactants needed to synthesize it. The reactants are: [F:1][C:2]1([F:10])[CH2:4][CH:3]1[C:5](=O)[CH2:6][C:7]#[N:8].[NH2:11][NH2:12]. (3) Given the product [O:20]1[C:29]2[C:24](=[N:25][C:26]([CH2:30][C:39]([O:11][CH3:12])=[O:40])=[CH:27][CH:28]=2)[O:23][CH2:22][CH2:21]1, predict the reactants needed to synthesize it. The reactants are: S1CCCSC1P(=O)([O:11][CH2:12]C)OCC.[Li]CCCC.[O:20]1[C:29]2[C:24](=[N:25][C:26]([CH:30]=O)=[CH:27][CH:28]=2)[O:23][CH2:22][CH2:21]1.P(=O)([O-])[O-].[NH4+].[Cl-].C=[C:39]=[O:40]. (4) Given the product [CH3:1][C:2]1([CH3:14])[C:11]2[C:6](=[CH:7][CH:8]=[C:9]([CH:12]=[O:13])[CH:10]=2)[S:5](=[O:23])[CH2:4][CH2:3]1, predict the reactants needed to synthesize it. The reactants are: [CH3:1][C:2]1([CH3:14])[C:11]2[C:6](=[CH:7][CH:8]=[C:9]([CH:12]=[O:13])[CH:10]=2)[S:5][CH2:4][CH2:3]1.C1C=C(Cl)C=C(C(OO)=[O:23])C=1. (5) Given the product [F:22][C:23]1[C:28]([F:29])=[C:27]([C:30]2[CH:35]=[CH:34][C:33]([O:36][CH3:37])=[CH:32][CH:31]=2)[N:26]=[C:25]([C:38]([O:39][CH:2]([CH3:7])[CH3:3])=[O:51])[CH:24]=1, predict the reactants needed to synthesize it. The reactants are: Cl[C:2]1[C:7](Cl)=C(C2C=CC(OC)=CC=2)N=C(C(Cl)=O)[CH:3]=1.[F-].[K+].[F:22][C:23]1[C:28]([F:29])=[C:27]([C:30]2[CH:35]=[CH:34][C:33]([O:36][CH3:37])=[CH:32][CH:31]=2)[N:26]=[C:25]([C:38](F)=[O:39])[CH:24]=1.C(N(CC)CC)C.C([OH:51])(C)C.